Dataset: Peptide-MHC class II binding affinity with 134,281 pairs from IEDB. Task: Regression. Given a peptide amino acid sequence and an MHC pseudo amino acid sequence, predict their binding affinity value. This is MHC class II binding data. The peptide sequence is ALEDDLLNRNNSFKP. The MHC is DRB1_1001 with pseudo-sequence DRB1_1001. The binding affinity (normalized) is 0.176.